From a dataset of Reaction yield outcomes from USPTO patents with 853,638 reactions. Predict the reaction yield, written as a fraction of the theoretical maximum amount of product (1.0 means a 100% yield; for example, 0.34 means a 34% yield). (1) The reactants are [CH3:1][N:2](C(ON1N=NC2C=CC=NC1=2)=[N+](C)C)C.F[P-](F)(F)(F)(F)F.[CH3:25][O:26][C:27]1[N:32]=[C:31]([C:33]([OH:35])=O)[CH:30]=[CH:29][C:28]=1[N+:36]([O-:38])=[O:37].CCN(C(C)C)C(C)C.CN. The catalyst is C1COCC1. The product is [CH3:25][O:26][C:27]1[N:32]=[C:31]([C:33]([NH:2][CH3:1])=[O:35])[CH:30]=[CH:29][C:28]=1[N+:36]([O-:38])=[O:37]. The yield is 0.700. (2) The reactants are C(OC[N:10]1[C:14]2[CH:15]=[N:16][NH:17][C:18](=[O:19])[C:13]=2[C:12]([CH2:20][C:21]2[CH:26]=[CH:25][C:24]([F:27])=[CH:23][CH:22]=2)=[C:11]1[C:28]1[CH:33]=[CH:32][C:31]([O:34][CH:35]([F:37])[F:36])=[C:30]([O:38][CH:39]2[CH2:41][CH2:40]2)[CH:29]=1)C1C=CC=CC=1.C(OCN1C2C=NNC(=O)C=2C(CC2C=CC=CC=2F)=C1C1C=CC(OC(F)F)=C(OC2CC2)C=1)C1C=CC=CC=1. No catalyst specified. The product is [CH:39]1([O:38][C:30]2[CH:29]=[C:28]([C:11]3[NH:10][C:14]4[CH:15]=[N:16][NH:17][C:18](=[O:19])[C:13]=4[C:12]=3[CH2:20][C:21]3[CH:22]=[CH:23][C:24]([F:27])=[CH:25][CH:26]=3)[CH:33]=[CH:32][C:31]=2[O:34][CH:35]([F:37])[F:36])[CH2:41][CH2:40]1. The yield is 0.240. (3) The reactants are [CH3:1][P:2]1(=[O:21])[CH2:7][CH2:6][N:5]([CH:8]2[CH2:13][CH2:12][N:11]([C:14](OC(C)(C)C)=O)[CH2:10][CH2:9]2)[CH2:4][CH2:3]1.FC(F)(F)C(O)=O.C(=O)([O-])[O-].[K+].[K+].FC1[CH:37]=[CH:38][C:39]([N+:44]([O-:46])=[O:45])=[C:40]([O:42][CH3:43])[CH:41]=1. The catalyst is C(Cl)Cl. The product is [CH3:43][O:42][C:40]1[CH:41]=[C:14]([N:11]2[CH2:10][CH2:9][CH:8]([N:5]3[CH2:4][CH2:3][P:2](=[O:21])([CH3:1])[CH2:7][CH2:6]3)[CH2:13][CH2:12]2)[CH:37]=[CH:38][C:39]=1[N+:44]([O-:46])=[O:45]. The yield is 0.860. (4) The reactants are [CH3:1][N:2]([CH2:13][C:14]1[N:18]([CH2:19][C@@H:20]2[CH2:25][CH2:24][CH2:23][N:22](/[C:26](/[NH:35]C(=O)OC(C)(C)C)=[N:27]/C(=O)OC(C)(C)C)[CH2:21]2)[C:17]2[CH:43]=[CH:44][CH:45]=[CH:46][C:16]=2[N:15]=1)[C@@H:3]1[C:12]2[N:11]=[CH:10][CH:9]=[CH:8][C:7]=2[CH2:6][CH2:5][CH2:4]1.N1CC(CN2C3C=CC=CC=3N=C2CN(C)C2C3N=CC=CC=3CCC2)C1. No catalyst specified. The product is [CH3:1][N:2]([CH2:13][C:14]1[N:18]([CH2:19][C@@H:20]2[CH2:25][CH2:24][CH2:23][N:22]([C:26](=[NH:27])[NH2:35])[CH2:21]2)[C:17]2[CH:43]=[CH:44][CH:45]=[CH:46][C:16]=2[N:15]=1)[C@@H:3]1[C:12]2[N:11]=[CH:10][CH:9]=[CH:8][C:7]=2[CH2:6][CH2:5][CH2:4]1. The yield is 1.00. (5) The reactants are [CH3:1][C:2]1[C:6]([C:7]([OH:9])=O)=[CH:5][O:4][N:3]=1.C1C=CC2N(O)N=NC=2C=1.CCN=C=NCCCN(C)C.[NH2:31][C@H:32]1[C:41]2[C:36](=[CH:37][CH:38]=[CH:39][CH:40]=2)[CH2:35][CH2:34][CH2:33]1. The catalyst is C(Cl)Cl.CN(C=O)C. The product is [CH:32]1([NH:31][C:7]([C:6]2[C:2]([CH3:1])=[N:3][O:4][CH:5]=2)=[O:9])[C:41]2[C:36](=[CH:37][CH:38]=[CH:39][CH:40]=2)[CH2:35][CH2:34][CH2:33]1. The yield is 0.625. (6) The reactants are [O:1]1[C:5]2([CH2:10][CH2:9][CH:8]([N:11]3[CH:15]=[C:14]([Si](C)(C)C)[N:13]=[N:12]3)[CH2:7][CH2:6]2)[O:4][CH2:3][CH2:2]1.[F-].C([N+](CCCC)(CCCC)CCCC)CCC. The catalyst is C1COCC1.CCOC(C)=O. The product is [O:1]1[C:5]2([CH2:10][CH2:9][CH:8]([N:11]3[CH:15]=[CH:14][N:13]=[N:12]3)[CH2:7][CH2:6]2)[O:4][CH2:3][CH2:2]1. The yield is 0.890. (7) The reactants are [CH2:1]1[CH2:5]O[CH2:3][CH2:2]1.Br[C:7]1[C:8]([CH3:25])=[C:9]([C:15]2[CH:20]=[CH:19][C:18]([C:21]([F:24])([F:23])[F:22])=[CH:17][CH:16]=2)[C:10]([CH3:14])=[CH:11][C:12]=1[CH3:13].Cl[P:27]([C:32]([CH3:35])([CH3:34])[CH3:33])[C:28]([CH3:31])([CH3:30])[CH3:29].[NH4+].[OH-].[C:38](OCC)(=O)[CH3:39]. The catalyst is [AlH](CC(C)C)CC(C)C.Cl[Cu]. The product is [C:28]([P:27]([C:32]([CH3:35])([CH3:34])[CH3:33])[C:1]1[CH:5]=[CH:39][CH:38]=[CH:3][C:2]=1[C:11]1[C:12]([CH3:13])=[CH:7][C:8]([CH3:25])=[C:9]([C:15]2[CH:20]=[CH:19][C:18]([C:21]([F:24])([F:23])[F:22])=[CH:17][CH:16]=2)[C:10]=1[CH3:14])([CH3:31])([CH3:30])[CH3:29]. The yield is 0.350.